Task: Regression. Given a peptide amino acid sequence and an MHC pseudo amino acid sequence, predict their binding affinity value. This is MHC class I binding data.. Dataset: Peptide-MHC class I binding affinity with 185,985 pairs from IEDB/IMGT (1) The peptide sequence is LVLGIALLYI. The MHC is HLA-A02:01 with pseudo-sequence HLA-A02:01. The binding affinity (normalized) is 0.824. (2) The peptide sequence is FILLAIAMGL. The MHC is HLA-A02:01 with pseudo-sequence HLA-A02:01. The binding affinity (normalized) is 0.750. (3) The peptide sequence is DSMGQGDAY. The binding affinity (normalized) is 0.669. The MHC is HLA-B35:01 with pseudo-sequence HLA-B35:01. (4) The peptide sequence is LVRGNSPVF. The MHC is HLA-A26:03 with pseudo-sequence HLA-A26:03. The binding affinity (normalized) is 0.0847. (5) The peptide sequence is WLKERLPGF. The MHC is HLA-A68:02 with pseudo-sequence HLA-A68:02. The binding affinity (normalized) is 0.0847. (6) The peptide sequence is TLATISTSP. The MHC is HLA-A24:02 with pseudo-sequence HLA-A24:02. The binding affinity (normalized) is 0. (7) The peptide sequence is NHIQVELSL. The MHC is HLA-B38:01 with pseudo-sequence HLA-B38:01. The binding affinity (normalized) is 0.664.